From a dataset of NCI-60 drug combinations with 297,098 pairs across 59 cell lines. Regression. Given two drug SMILES strings and cell line genomic features, predict the synergy score measuring deviation from expected non-interaction effect. (1) Drug 1: CC1=C(C(=O)C2=C(C1=O)N3CC4C(C3(C2COC(=O)N)OC)N4)N. Drug 2: COC1=C2C(=CC3=C1OC=C3)C=CC(=O)O2. Cell line: NCIH23. Synergy scores: CSS=53.0, Synergy_ZIP=0.788, Synergy_Bliss=0.970, Synergy_Loewe=-38.6, Synergy_HSA=2.90. (2) Drug 1: CNC(=O)C1=NC=CC(=C1)OC2=CC=C(C=C2)NC(=O)NC3=CC(=C(C=C3)Cl)C(F)(F)F. Drug 2: C1CN(P(=O)(OC1)NCCCl)CCCl. Cell line: HL-60(TB). Synergy scores: CSS=7.79, Synergy_ZIP=0.778, Synergy_Bliss=3.47, Synergy_Loewe=6.86, Synergy_HSA=1.60.